From a dataset of Reaction yield outcomes from USPTO patents with 853,638 reactions. Predict the reaction yield, written as a fraction of the theoretical maximum amount of product (1.0 means a 100% yield; for example, 0.34 means a 34% yield). (1) The reactants are Br[C:2]1[CH:3]=[C:4]([C:8]2([C:18]3[CH:23]=[CH:22][C:21]([O:24][CH3:25])=[C:20]([CH:26]([F:28])[F:27])[CH:19]=3)[C:16]3[C:11](=[N:12][CH:13]=[CH:14][CH:15]=3)[C:10]([NH2:17])=[N:9]2)[CH:5]=[CH:6][CH:7]=1.[N:29]1[CH:34]=[C:33](B(O)O)[CH:32]=[N:31][CH:30]=1.C(=O)([O-])[O-].[Cs+].[Cs+]. No catalyst specified. The product is [F:28][CH:26]([F:27])[C:20]1[CH:19]=[C:18]([C:8]2([C:4]3[CH:5]=[CH:6][CH:7]=[C:2]([C:33]4[CH:34]=[N:29][CH:30]=[N:31][CH:32]=4)[CH:3]=3)[C:16]3[C:11](=[N:12][CH:13]=[CH:14][CH:15]=3)[C:10]([NH2:17])=[N:9]2)[CH:23]=[CH:22][C:21]=1[O:24][CH3:25]. The yield is 0.290. (2) The reactants are O[CH2:2][C:3]1[CH:4]=[C:5]2[C:10](=[CH:11][CH:12]=1)[N:9]=[C:8]([CH2:13][CH:14]([CH3:16])[CH3:15])[C:7]([CH2:17][NH:18][C:19](=[O:25])[O:20][C:21]([CH3:24])([CH3:23])[CH3:22])=[C:6]2[C:26]1[CH:31]=[CH:30][C:29]([CH3:32])=[CH:28][CH:27]=1.C(N(CC)CC)C.CS(Cl)(=O)=O.[CH3:45][CH2:46][O:47][C:48]([CH2:50][SH:51])=[O:49].[H-].[Na+]. The catalyst is CN(C)C=O.O1CCCC1. The product is [C:21]([O:20][C:19]([NH:18][CH2:17][C:7]1[C:8]([CH2:13][CH:14]([CH3:16])[CH3:15])=[N:9][C:10]2[C:5]([C:6]=1[C:26]1[CH:31]=[CH:30][C:29]([CH3:32])=[CH:28][CH:27]=1)=[CH:4][C:3]([CH2:2][S:51][CH2:50][C:48]([O:47][CH2:46][CH3:45])=[O:49])=[CH:12][CH:11]=2)=[O:25])([CH3:24])([CH3:23])[CH3:22]. The yield is 0.830. (3) The reactants are [C:1]([C:5]1[CH:11]=[CH:10][CH:9]=[CH:8][C:6]=1[NH2:7])([CH3:4])([CH3:3])[CH3:2].[Br-:12].[Br-].[Br-].C([N+](CCCC)(CCCC)CCCC)CCC.C([N+](CCCC)(CCCC)CCCC)CCC.C([N+](CCCC)(CCCC)CCCC)CCC.O. The catalyst is C1COCC1. The product is [Br:12][C:10]1[CH:9]=[CH:8][C:6]([NH2:7])=[C:5]([C:1]([CH3:4])([CH3:2])[CH3:3])[CH:11]=1. The yield is 0.980. (4) The reactants are [Cl:1][C:2]1[CH:3]=[C:4]([CH:6]=[C:7]([Cl:10])[C:8]=1[CH3:9])N.N([O-])=O.[Na+].C(OCC)(=O)C.[BrH:21]. The catalyst is O. The product is [Br:21][C:4]1[CH:6]=[C:7]([Cl:10])[C:8]([CH3:9])=[C:2]([Cl:1])[CH:3]=1. The yield is 0.450.